From a dataset of Full USPTO retrosynthesis dataset with 1.9M reactions from patents (1976-2016). Predict the reactants needed to synthesize the given product. (1) Given the product [CH3:1][O:2][C:3]1[CH:8]=[CH:7][C:6]([C:9]2[CH:10]=[C:31]([C:30]([OH:33])=[O:26])[C:12](=[O:23])[NH:13][C:14]=2[C:15]2[CH:20]=[CH:19][C:18]([O:21][CH3:22])=[CH:17][CH:16]=2)=[CH:5][CH:4]=1, predict the reactants needed to synthesize it. The reactants are: [CH3:1][O:2][C:3]1[CH:8]=[CH:7][C:6]([C:9]2[CH:10]=C(C#N)[C:12](=[O:23])[NH:13][C:14]=2[C:15]2[CH:20]=[CH:19][C:18]([O:21][CH3:22])=[CH:17][CH:16]=2)=[CH:5][CH:4]=1.[OH-:26].[K+].O.Cl.[CH2:30]([OH:33])[CH2:31]O. (2) Given the product [F:12][C:13]1[CH:18]=[CH:17][CH:16]=[CH:15][C:14]=1[C:2]1[N:6]2[N:7]=[C:8]([NH2:11])[CH:9]=[CH:10][C:5]2=[N:4][CH:3]=1, predict the reactants needed to synthesize it. The reactants are: Br[C:2]1[N:6]2[N:7]=[C:8]([NH2:11])[CH:9]=[CH:10][C:5]2=[N:4][CH:3]=1.[F:12][C:13]1[CH:18]=[CH:17][CH:16]=[CH:15][C:14]=1B(O)O.C([O-])([O-])=O.[Cs+].[Cs+].O1CCOCC1. (3) Given the product [F:15][C:8]1[C:9]2[C:10]3[N:11]([N:12]=[CH:13][N:14]=3)[C:2]([N:30]3[CH2:29][CH2:28][N:27]([C:20]([O:22][C:23]([CH3:26])([CH3:25])[CH3:24])=[O:21])[CH2:32][CH2:31]3)=[N:3][C:4]=2[CH:5]=[CH:6][C:7]=1[C:16]([F:19])([F:18])[F:17], predict the reactants needed to synthesize it. The reactants are: Cl[C:2]1[N:11]2[N:12]=[CH:13][N:14]=[C:10]2[C:9]2[C:8]([F:15])=[C:7]([C:16]([F:19])([F:18])[F:17])[CH:6]=[CH:5][C:4]=2[N:3]=1.[C:20]([N:27]1[CH2:32][CH2:31][NH:30][CH2:29][CH2:28]1)([O:22][C:23]([CH3:26])([CH3:25])[CH3:24])=[O:21].C(N(CC)CC)C. (4) Given the product [CH3:14][O:13][C:5]1[CH:6]=[C:7]([N+:10]([O-:12])=[O:11])[CH:8]=[CH:9][C:4]=1[N:19]1[CH:20]=[C:16]([CH3:15])[N:17]=[CH:18]1, predict the reactants needed to synthesize it. The reactants are: [H-].[Na+].Br[C:4]1[CH:9]=[CH:8][C:7]([N+:10]([O-:12])=[O:11])=[CH:6][C:5]=1[O:13][CH3:14].[CH3:15][C:16]1[N:17]=[CH:18][NH:19][CH:20]=1.O. (5) Given the product [CH2:24]([O:23][P:22]([CH2:2][C:3]1[S:4][C:5]2[CH:11]=[C:10]([O:12][CH3:13])[C:9]([OH:14])=[CH:8][C:6]=2[N:7]=1)(=[O:29])[O:26][CH2:27][CH3:28])[CH3:25], predict the reactants needed to synthesize it. The reactants are: Br[CH2:2][C:3]1[S:4][C:5]2[CH:11]=[C:10]([O:12][CH3:13])[C:9]([O:14][Si](C(C)(C)C)(C)C)=[CH:8][C:6]=2[N:7]=1.[P:22]([O:29]CC)([O:26][CH2:27][CH3:28])[O:23][CH2:24][CH3:25]. (6) The reactants are: [CH2:1]([N:3]1[C:8](=[O:9])[C:7]([NH:10][C:11]2[CH:12]=[N:13][CH:14]=[CH:15][CH:16]=2)=[C:6]([C:17]([O:19]C(OC(OC2CCCCC2)=O)C)=[O:18])[C:5]([C:32]2[CH:37]=[CH:36][CH:35]=[CH:34][CH:33]=2)=[N:4]1)[CH3:2].C(N1C(=O)C(NC2C=NC=CC=2C)=C(C(O[CH:58]([O:60][C:61]([O:63][CH:64]2[CH2:69][CH2:68][CH2:67][CH2:66][CH2:65]2)=[O:62])[CH3:59])=O)C(C2C=CC=CC=2)=N1)C. Given the product [CH2:1]([N:3]1[C:8](=[O:9])[C:7]([NH:10][C:11]2[CH:12]=[N:13][CH:14]=[CH:15][CH:16]=2)=[C:6]([C:17]([O:19][CH2:59][CH2:58][O:60][C:61]([O:63][CH:64]2[CH2:69][CH2:68][CH2:67][CH2:66][CH2:65]2)=[O:62])=[O:18])[C:5]([C:32]2[CH:37]=[CH:36][CH:35]=[CH:34][CH:33]=2)=[N:4]1)[CH3:2], predict the reactants needed to synthesize it. (7) The reactants are: [NH2:1][C:2]1[CH:10]=[CH:9][C:5]([C:6]([OH:8])=[O:7])=[CH:4][CH:3]=1.[OH-].[Na+:12]. Given the product [NH2:1][C:2]1[CH:10]=[CH:9][C:5]([C:6]([O-:8])=[O:7])=[CH:4][CH:3]=1.[Na+:12], predict the reactants needed to synthesize it.